Predict which catalyst facilitates the given reaction. From a dataset of Catalyst prediction with 721,799 reactions and 888 catalyst types from USPTO. (1) Reactant: [Br:1][C:2]1(OC)[C:9]([OH:10])=[CH:8][CH:7]=[C:4]([CH:5]=[O:6])[CH2:3]1.N1C=CN=C1.[Si:18](Cl)([C:21]([CH3:24])([CH3:23])[CH3:22])([CH3:20])[CH3:19].O.CN([CH:30]=[O:31])C. Product: [Br:1][C:2]1[CH:3]=[C:4]([CH:7]=[C:8]([O:31][CH3:30])[C:9]=1[O:10][Si:18]([C:21]([CH3:24])([CH3:23])[CH3:22])([CH3:20])[CH3:19])[CH:5]=[O:6]. The catalyst class is: 142. (2) Reactant: [OH:1][C:2]1[C:3]2[CH2:26][N:25]([C:27]([O:29][C:30]([CH3:33])([CH3:32])[CH3:31])=[O:28])[CH2:24][CH2:23][C:4]=2[N:5]=[C:6]([NH:8][C:9]2[CH:14]=[CH:13][C:12]([N:15]3[CH:19]=[C:18]([CH3:20])[N:17]=[CH:16]3)=[C:11]([O:21][CH3:22])[CH:10]=2)[N:7]=1.[F:34][C:35]([F:54])([F:53])[S:36](N(C1C=CC=CC=1)[S:36]([C:35]([F:54])([F:53])[F:34])(=[O:38])=[O:37])(=[O:38])=[O:37].N12CCCN=C1CCCCC2. Product: [CH3:22][O:21][C:11]1[CH:10]=[C:9]([NH:8][C:6]2[N:7]=[C:2]([O:1][S:36]([C:35]([F:54])([F:53])[F:34])(=[O:38])=[O:37])[C:3]3[CH2:26][N:25]([C:27]([O:29][C:30]([CH3:33])([CH3:32])[CH3:31])=[O:28])[CH2:24][CH2:23][C:4]=3[N:5]=2)[CH:14]=[CH:13][C:12]=1[N:15]1[CH:19]=[C:18]([CH3:20])[N:17]=[CH:16]1. The catalyst class is: 143. (3) The catalyst class is: 20. Product: [F:1][C:2]1[C:3]2[C:4](=[C:21]([CH3:24])[O:22][N:23]=2)[N:5]=[C:6]([C:17]([OH:19])=[O:18])[C:7]=1[NH:8][C:9]1[CH:14]=[CH:13][C:12]([I:15])=[CH:11][C:10]=1[F:16]. Reactant: [F:1][C:2]1[C:3]2[C:4](=[C:21]([CH3:24])[O:22][N:23]=2)[N:5]=[C:6]([C:17]([O:19]C)=[O:18])[C:7]=1[NH:8][C:9]1[CH:14]=[CH:13][C:12]([I:15])=[CH:11][C:10]=1[F:16].[Li+].[OH-]. (4) Reactant: ClC1[NH:3][CH:4]=[CH:5][N:6]=1.[H-].[Na+].[CH3:9][O:10][C:11](=[O:24])[CH:12]([NH:16][C:17]([O:19][C:20]([CH3:23])([CH3:22])[CH3:21])=[O:18])[CH2:13][CH2:14]Br.C[N:26](C=O)C. Product: [CH3:9][O:10][C:11](=[O:24])[CH:12]([NH:16][C:17]([O:19][C:20]([CH3:23])([CH3:22])[CH3:21])=[O:18])[CH2:13][CH2:14][N:26]1[N:3]=[CH:4][CH:5]=[N:6]1. The catalyst class is: 25. (5) Reactant: [CH3:1][S:2]([C:5]1[CH:25]=[CH:24][C:8]([O:9][C:10]2[CH:11]=[C:12]([O:19][CH2:20][CH2:21][O:22][CH3:23])[C:13]([N+:16]([O-])=O)=[N:14][CH:15]=2)=[CH:7][CH:6]=1)(=[O:4])=[O:3].O. Product: [CH3:1][S:2]([C:5]1[CH:25]=[CH:24][C:8]([O:9][C:10]2[CH:11]=[C:12]([O:19][CH2:20][CH2:21][O:22][CH3:23])[C:13]([NH2:16])=[N:14][CH:15]=2)=[CH:7][CH:6]=1)(=[O:4])=[O:3]. The catalyst class is: 183.